Dataset: Forward reaction prediction with 1.9M reactions from USPTO patents (1976-2016). Task: Predict the product of the given reaction. (1) Given the reactants [F:1][C:2]1[CH:7]=[CH:6][CH:5]=[CH:4][C:3]=1B(O)O.Br[C:12]1[C:21]2[C:16](=[CH:17][CH:18]=[CH:19][CH:20]=2)[CH:15]=[CH:14][C:13]=1[OH:22].C1(C)C=CC=CC=1P(C1C=CC=CC=1C)C1C=CC=CC=1C.C(=O)([O-])[O-].[K+].[K+], predict the reaction product. The product is: [F:1][C:2]1[CH:7]=[CH:6][CH:5]=[CH:4][C:3]=1[C:12]1[C:21]2[C:16](=[CH:17][CH:18]=[CH:19][CH:20]=2)[CH:15]=[CH:14][C:13]=1[OH:22]. (2) The product is: [C:15]1([CH3:18])[CH:14]=[CH:13][C:12]([C:10]2[N:11]=[C:7]([CH2:6][CH:5]([C:26]3[CH:27]=[C:28]([CH3:32])[CH:29]=[CH:30][CH:31]=3)[C:4]([OH:33])=[O:3])[NH:8][C:9]=2[C:19]2[CH:20]=[CH:21][C:22]([CH3:25])=[CH:23][CH:24]=2)=[CH:17][CH:16]=1. Given the reactants C([O:3][C:4](=[O:33])[CH:5]([C:26]1[CH:27]=[C:28]([CH3:32])[CH:29]=[CH:30][CH:31]=1)[CH2:6][C:7]1[NH:8][C:9]([C:19]2[CH:24]=[CH:23][C:22]([CH3:25])=[CH:21][CH:20]=2)=[C:10]([C:12]2[CH:17]=[CH:16][C:15]([CH3:18])=[CH:14][CH:13]=2)[N:11]=1)C.CC1C=CC(C(C(C2C=CC(C)=CC=2)=O)=O)=CC=1, predict the reaction product. (3) Given the reactants [Br:1][C:2]1[CH:3]=[N:4][C:5]2[C:10]([C:11]=1[CH3:12])=[CH:9][CH:8]=[CH:7][N:6]=2.[O:13]1CCOCC1.[Se](=O)=O, predict the reaction product. The product is: [Br:1][C:2]1[CH:3]=[N:4][C:5]2[C:10]([C:11]=1[CH:12]=[O:13])=[CH:9][CH:8]=[CH:7][N:6]=2.